Dataset: Forward reaction prediction with 1.9M reactions from USPTO patents (1976-2016). Task: Predict the product of the given reaction. (1) Given the reactants FC(F)(F)C(O)=O.[N:8]1[N:12]2[CH:13]=[C:14]3[CH2:20][CH2:19][NH:18][CH2:17][C:15]3=[N:16][C:11]2=[CH:10][CH:9]=1.[Na+].[I-].C([O-])([O-])=O.[K+].[K+].Cl[CH2:30][C:31]([N:33]1[CH2:38][CH2:37][N:36]([CH:39]2[CH2:42][CH2:41][CH2:40]2)[CH2:35][CH2:34]1)=[O:32], predict the reaction product. The product is: [CH:39]1([N:36]2[CH2:37][CH2:38][N:33]([C:31](=[O:32])[CH2:30][N:18]3[CH2:19][CH2:20][C:14]4[C:15](=[N:16][C:11]5[N:12]([N:8]=[CH:9][CH:10]=5)[CH:13]=4)[CH2:17]3)[CH2:34][CH2:35]2)[CH2:42][CH2:41][CH2:40]1. (2) The product is: [OH:19][C:16]1[C:15]2[C:10]([C:9]3[C:18]([CH:17]=1)=[C:5]1[C:3]([O:2][C:21](=[O:22])[C:6]1=[CH:7][CH:8]=3)=[O:4])=[CH:11][CH:12]=[CH:13][CH:14]=2. Given the reactants C[O:2][C:3]([C:5]1[C:6]([C:21](OC)=[O:22])=[CH:7][CH:8]=[C:9]2[C:18]=1[CH:17]=[C:16]([O:19]C)[C:15]1[C:10]2=[CH:11][CH:12]=[CH:13][CH:14]=1)=[O:4].[Na+].C(=O)([O-])O, predict the reaction product. (3) Given the reactants [Sn](Cl)(Cl)(Cl)Cl.[CH3:6][C:7]1[C:12]([O:13][C:14]2[CH:19]=[CH:18][C:17]([N+:20]([O-])=O)=[CH:16][N:15]=2)=[CH:11][CH:10]=[CH:9][N:8]=1.[OH-].[Na+], predict the reaction product. The product is: [CH3:6][C:7]1[C:12]([O:13][C:14]2[N:15]=[CH:16][C:17]([NH2:20])=[CH:18][CH:19]=2)=[CH:11][CH:10]=[CH:9][N:8]=1. (4) Given the reactants [NH:1]([C:13]([O:15][CH2:16][C:17]1[CH:22]=[CH:21][CH:20]=[CH:19][CH:18]=1)=[O:14])[C@H:2]([C:10]([OH:12])=[O:11])[CH2:3][C:4]1[CH:9]=[CH:8][CH:7]=[CH:6][CH:5]=1.[CH3:23]CN=C=NCCCN(C)C.Cl, predict the reaction product. The product is: [NH:1]([C:13]([O:15][CH2:16][C:17]1[CH:22]=[CH:21][CH:20]=[CH:19][CH:18]=1)=[O:14])[C@H:2]([C:10]([O:12][CH3:23])=[O:11])[CH2:3][C:4]1[CH:5]=[CH:6][CH:7]=[CH:8][CH:9]=1. (5) Given the reactants [CH3:1][O:2][CH2:3][CH2:4][O:5][CH2:6][C:7]1[CH:12]=[CH:11][C:10]([O:13][C:14]2[CH:19]=[CH:18][C:17]([N+:20]([O-])=O)=[C:16]([O:23][CH:24]3[CH2:29][CH2:28][O:27][CH2:26][CH2:25]3)[CH:15]=2)=[CH:9][N:8]=1.[Cl-].[Ca+2].[Cl-].C(OCC)(=O)C.CCCCCC, predict the reaction product. The product is: [CH3:1][O:2][CH2:3][CH2:4][O:5][CH2:6][C:7]1[N:8]=[CH:9][C:10]([O:13][C:14]2[CH:19]=[CH:18][C:17]([NH2:20])=[C:16]([O:23][CH:24]3[CH2:25][CH2:26][O:27][CH2:28][CH2:29]3)[CH:15]=2)=[CH:11][CH:12]=1. (6) The product is: [CH:1]1([C:4]2[NH:8][C:7]3[C:9]([OH:25])=[CH:10][CH:11]=[C:12]([NH:13][C:14]([NH:16][C:17]4[CH:18]=[CH:19][C:20]([OH:23])=[CH:21][CH:22]=4)=[O:15])[C:6]=3[N:5]=2)[CH2:2][CH2:3]1. Given the reactants [CH:1]1([C:4]2[NH:8][C:7]3[C:9]([O:25]C)=[CH:10][CH:11]=[C:12]([NH:13][C:14]([NH:16][C:17]4[CH:22]=[CH:21][C:20]([O:23]C)=[CH:19][CH:18]=4)=[O:15])[C:6]=3[N:5]=2)[CH2:3][CH2:2]1.B(Br)(Br)Br.[NH4+].[OH-], predict the reaction product. (7) Given the reactants [NH2:1]/[CH:2]=[C:3](\[N:7]([CH2:13][CH3:14])[C:8](=O)[CH:9]([F:11])[F:10])/[C:4](=[O:6])[CH3:5].C(=O)([O-])[O-].[K+].[K+], predict the reaction product. The product is: [F:10][CH:9]([F:11])[C:8]1[N:7]([CH2:13][CH3:14])[C:3]([C:4](=[O:6])[CH3:5])=[CH:2][N:1]=1.